This data is from Reaction yield outcomes from USPTO patents with 853,638 reactions. The task is: Predict the reaction yield, written as a fraction of the theoretical maximum amount of product (1.0 means a 100% yield; for example, 0.34 means a 34% yield). (1) The reactants are C(=O)([O-])[O-:2].[Na+].[Na+].OO.[CH3:9][O:10][C:11]1[CH:23]=[C:22]2[C:14]([C:15]3[CH:16]=[C:17]([C:26]4[CH:31]=[CH:30][C:29]([O:32][CH3:33])=[CH:28][CH:27]=4)[CH:18]=[C:19]([C:24]#[N:25])[C:20]=3[NH:21]2)=[CH:13][CH:12]=1.[OH-].[Na+]. The catalyst is C(O)C. The product is [CH3:9][O:10][C:11]1[CH:23]=[C:22]2[C:14]([C:15]3[CH:16]=[C:17]([C:26]4[CH:27]=[CH:28][C:29]([O:32][CH3:33])=[CH:30][CH:31]=4)[CH:18]=[C:19]([C:24]([NH2:25])=[O:2])[C:20]=3[NH:21]2)=[CH:13][CH:12]=1. The yield is 0.540. (2) The reactants are C([O:4][CH2:5][C:6]1[C:11]([N:12]2[C:24](=[O:25])[C:23]3[S:22][C:21]4[CH2:20][CH2:19][CH2:18][CH2:17][C:16]=4[C:15]=3[CH:14]=[N:13]2)=[CH:10][C:9]([F:26])=[CH:8][C:7]=1[C:27]1[CH:32]=[C:31]([NH:33][C:34]2[CH:39]=[CH:38][C:37]([N:40]3[CH2:45][CH2:44][N:43]([CH:46]4[CH2:49][O:48][CH2:47]4)[CH2:42][C@@H:41]3[CH3:50])=[CH:36][N:35]=2)[C:30](=[O:51])[N:29]([CH3:52])[CH:28]=1)(=O)C.[OH-].[Li+]. No catalyst specified. The product is [F:26][C:9]1[CH:8]=[C:7]([C:27]2[CH:32]=[C:31]([NH:33][C:34]3[CH:39]=[CH:38][C:37]([N:40]4[CH2:45][CH2:44][N:43]([CH:46]5[CH2:47][O:48][CH2:49]5)[CH2:42][C@@H:41]4[CH3:50])=[CH:36][N:35]=3)[C:30](=[O:51])[N:29]([CH3:52])[CH:28]=2)[C:6]([CH2:5][OH:4])=[C:11]([N:12]2[C:24](=[O:25])[C:23]3[S:22][C:21]4[CH2:20][CH2:19][CH2:18][CH2:17][C:16]=4[C:15]=3[CH:14]=[N:13]2)[CH:10]=1. The yield is 0.850. (3) The reactants are [OH:1][CH2:2][CH2:3][O:4][C@H:5]1[CH2:10][CH2:9][C@H:8]([N:11]2[C:16](=[O:17])[C:15]([CH2:18][C:19]3[CH:24]=[CH:23][C:22]([C:25]4[C:26]([C:31]#[N:32])=[CH:27][CH:28]=[CH:29][CH:30]=4)=[CH:21][CH:20]=3)=[C:14]([CH2:33][CH2:34][CH3:35])[N:13]3[N:36]=[CH:37][N:38]=[C:12]23)[CH2:7][CH2:6]1.FC(F)(F)S(O[Si](C(C)(C)C)(C)C)(=O)=O.[N:54]1C(C)=CC=CC=1C.[Cl-].O[NH3+].[C:65](=[O:68])([O-])[OH:66].[Na+]. The catalyst is C(OCC)(=O)C.CS(C)=O.O1CCCC1. The product is [OH:1][CH2:2][CH2:3][O:4][C@H:5]1[CH2:10][CH2:9][C@H:8]([N:11]2[C:16](=[O:17])[C:15]([CH2:18][C:19]3[CH:24]=[CH:23][C:22]([C:25]4[CH:30]=[CH:29][CH:28]=[CH:27][C:26]=4[C:31]4[NH:54][C:65](=[O:68])[O:66][N:32]=4)=[CH:21][CH:20]=3)=[C:14]([CH2:33][CH2:34][CH3:35])[N:13]3[N:36]=[CH:37][N:38]=[C:12]23)[CH2:7][CH2:6]1. The yield is 0.450. (4) The reactants are [F:1][C:2]1[N:7]=[C:6]([C:8]2[N:28]=[C:11]3[CH:12]=[C:13]([NH:16][C:17]([C:19]4[N:23]([CH3:24])[N:22]=[CH:21][C:20]=4[C:25]([OH:27])=O)=[O:18])[CH:14]=[CH:15][N:10]3[N:9]=2)[CH:5]=[CH:4][CH:3]=1.[NH:29]1[CH2:34][CH2:33][O:32][CH2:31][CH2:30]1. No catalyst specified. The product is [F:1][C:2]1[N:7]=[C:6]([C:8]2[N:28]=[C:11]3[CH:12]=[C:13]([NH:16][C:17]([C:19]4[N:23]([CH3:24])[N:22]=[CH:21][C:20]=4[C:25]([N:29]4[CH2:34][CH2:33][O:32][CH2:31][CH2:30]4)=[O:27])=[O:18])[CH:14]=[CH:15][N:10]3[N:9]=2)[CH:5]=[CH:4][CH:3]=1. The yield is 0.775. (5) The reactants are Cl[C:2]1[N:7]2[N:8]=[C:9]([CH3:11])[CH:10]=[C:6]2[N:5]=[C:4]([NH:12][C:13](=[O:24])[C:14]2[CH:19]=[CH:18][C:17]([C:20]([OH:23])([CH3:22])[CH3:21])=[CH:16][CH:15]=2)[CH:3]=1.[CH2:25]([S:27]([N:30]1[CH2:35][CH2:34][NH:33][CH2:32][CH2:31]1)(=[O:29])=[O:28])[CH3:26]. The catalyst is CN(C=O)C.CS(C)=O.CO. The product is [CH2:25]([S:27]([N:30]1[CH2:31][CH2:32][N:33]([C:2]2[N:7]3[N:8]=[C:9]([CH3:11])[CH:10]=[C:6]3[N:5]=[C:4]([NH:12][C:13](=[O:24])[C:14]3[CH:19]=[CH:18][C:17]([C:20]([OH:23])([CH3:22])[CH3:21])=[CH:16][CH:15]=3)[CH:3]=2)[CH2:34][CH2:35]1)(=[O:29])=[O:28])[CH3:26]. The yield is 0.390. (6) The reactants are [SH:1][CH2:2][CH2:3][CH2:4][CH2:5][CH2:6][C:7]([OH:9])=[O:8].O.[CH3:11][S:12](=O)(SC)=O. The catalyst is C(O)C.[Cl-].[Na+]. The product is [CH3:11][S:12][S:1][CH2:2][CH2:3][CH2:4][CH2:5][CH2:6][C:7]([OH:9])=[O:8]. The yield is 0.730. (7) The reactants are [C:1]1([CH:7](O)[CH:8]=[CH:9][CH3:10])[CH:6]=[CH:5][CH:4]=[CH:3][CH:2]=1.Cl.CC[O:15]CC.C(=O)(O)[O-].[Na+]. The catalyst is O1CCOCC1. The product is [C:1]1([CH:7]=[CH:8][CH:9]([OH:15])[CH3:10])[CH:6]=[CH:5][CH:4]=[CH:3][CH:2]=1. The yield is 0.968. (8) The reactants are [O:1]1[C:5]2[CH:6]=[CH:7][C:8]([C:10]3[CH:19]=[CH:18][C:17]4[C:12](=[CH:13][CH:14]=[C:15]([N+:20]([O-])=O)[CH:16]=4)[N:11]=3)=[CH:9][C:4]=2[O:3][CH2:2]1. The catalyst is CO.C1COCC1.[Pd]. The product is [NH2:20][C:15]1[CH:16]=[C:17]2[C:12](=[CH:13][CH:14]=1)[N:11]=[C:10]([C:8]1[CH:7]=[CH:6][C:5]3[O:1][CH2:2][O:3][C:4]=3[CH:9]=1)[CH:19]=[CH:18]2. The yield is 0.730.